This data is from Full USPTO retrosynthesis dataset with 1.9M reactions from patents (1976-2016). The task is: Predict the reactants needed to synthesize the given product. Given the product [OH:26][C@H:23]1[CH2:24][CH2:25][C@H:20]([N:10]([C:11]([C@H:13]2[CH2:14][CH2:15][C@H:16]([CH3:19])[CH2:17][CH2:18]2)=[O:12])[C:9]2[CH:8]=[C:7]([C:27]3[CH:28]=[CH:29][CH:30]=[CH:31][CH:32]=3)[S:6][C:5]=2[C:3]([OH:4])=[O:2])[CH2:21][CH2:22]1, predict the reactants needed to synthesize it. The reactants are: C[O:2][C:3]([C:5]1[S:6][C:7]([C:27]2[CH:32]=[CH:31][CH:30]=[CH:29][CH:28]=2)=[CH:8][C:9]=1[N:10]([C@H:20]1[CH2:25][CH2:24][C@H:23]([OH:26])[CH2:22][CH2:21]1)[C:11]([C@H:13]1[CH2:18][CH2:17][C@H:16]([CH3:19])[CH2:15][CH2:14]1)=[O:12])=[O:4].O.[Li+].[OH-].